This data is from Reaction yield outcomes from USPTO patents with 853,638 reactions. The task is: Predict the reaction yield, written as a fraction of the theoretical maximum amount of product (1.0 means a 100% yield; for example, 0.34 means a 34% yield). (1) The reactants are Cl[C:2]1[C:7]([N+:8]([O-])=O)=[CH:6][CH:5]=[CH:4][N:3]=1.Cl.[CH2:12]([O:14][C:15](=[O:18])[CH2:16][NH2:17])[CH3:13].C([O-])([O-])=O.[K+].[K+]. The catalyst is C1(C)C=CC=CC=1. The product is [CH2:12]([O:14][C:15](=[O:18])[CH2:16][NH:17][C:2]1[C:7]([NH2:8])=[CH:6][CH:5]=[CH:4][N:3]=1)[CH3:13]. The yield is 0.710. (2) The reactants are [C:1](/[N:9]=[C:10](\SC)/[NH:11][C@H:12]([CH:28]([CH3:30])[CH3:29])[C:13]([N:15]1[CH2:20][CH2:19][CH:18]([C:21]2[CH:26]=[CH:25][C:24]([Cl:27])=[CH:23][CH:22]=2)[CH2:17][CH2:16]1)=[O:14])(=O)[C:2]1[CH:7]=[CH:6][CH:5]=[CH:4][CH:3]=1.[NH2:33][NH2:34]. The catalyst is C1COCC1. The product is [Cl:27][C:24]1[CH:25]=[CH:26][C:21]([CH:18]2[CH2:19][CH2:20][N:15]([C:13](=[O:14])[C@H:12]([NH:11][C:10]3[NH:34][N:33]=[C:1]([C:2]4[CH:7]=[CH:6][CH:5]=[CH:4][CH:3]=4)[N:9]=3)[CH:28]([CH3:30])[CH3:29])[CH2:16][CH2:17]2)=[CH:22][CH:23]=1. The yield is 0.450. (3) The yield is 0.280. The reactants are Cl.[F:2][C:3]1[CH:4]=[CH:5][C:6]2[NH:12][C:11]3[CH:13]=[CH:14][C:15]([C:17]([F:20])([F:19])[F:18])=[CH:16][C:10]=3[C:9]([NH2:21])=[N:8][C:7]=2[CH:22]=1.C(N(C(C)C)CC)(C)C.[F:32][C:33]1[CH:38]=[CH:37][C:36]([CH2:39][CH2:40][CH:41]2[CH2:46]N[CH2:44][CH2:43][NH:42]2)=[CH:35][CH:34]=1. The catalyst is CN1CCCC1=O.C(OCC)(=O)C. The product is [F:2][C:3]1[CH:4]=[CH:5][C:6]2[NH:12][C:11]3[CH:13]=[CH:14][C:15]([C:17]([F:18])([F:20])[F:19])=[CH:16][C:10]=3[C:9]([N:21]3[CH2:44][CH2:43][NH:42][CH:41]([CH2:40][CH2:39][C:36]4[CH:37]=[CH:38][C:33]([F:32])=[CH:34][CH:35]=4)[CH2:46]3)=[N:8][C:7]=2[CH:22]=1. (4) The reactants are [F:1][C:2]([F:18])([F:17])[C:3]1[CH:8]=[CH:7][C:6]([C:9]2[CH:14]=[CH:13][C:12]([CH2:15][NH2:16])=[CH:11][CH:10]=2)=[CH:5][CH:4]=1.[F:19][C:20]1[CH:25]=[CH:24][C:23]([S:26]([N:29]([CH2:31][C:32](O)=[O:33])[CH3:30])(=[O:28])=[O:27])=[CH:22][CH:21]=1.CN(C(ON1N=NC2C=CC=NC1=2)=[N+](C)C)C.F[P-](F)(F)(F)(F)F.C(N(CC)C(C)C)(C)C.OS([O-])(=O)=O.[K+]. The catalyst is C(Cl)Cl. The product is [F:19][C:20]1[CH:21]=[CH:22][C:23]([S:26]([N:29]([CH3:30])[CH2:31][C:32]([NH:16][CH2:15][C:12]2[CH:13]=[CH:14][C:9]([C:6]3[CH:5]=[CH:4][C:3]([C:2]([F:17])([F:18])[F:1])=[CH:8][CH:7]=3)=[CH:10][CH:11]=2)=[O:33])(=[O:27])=[O:28])=[CH:24][CH:25]=1. The yield is 0.560.